Task: Predict which catalyst facilitates the given reaction.. Dataset: Catalyst prediction with 721,799 reactions and 888 catalyst types from USPTO (1) Reactant: S(Cl)(Cl)=O.[CH2:5]([O:7][C:8]1[CH:13]=[CH:12][N:11]([C:14]2[CH:19]=[CH:18][C:17]([F:20])=[CH:16][CH:15]=2)[C:10](=[O:21])[C:9]=1[C:22](Cl)=[O:23])[CH3:6].[NH2:25][C:26]1[C:59]([F:60])=[CH:58][C:29]([O:30][C:31]2[CH:36]=[CH:35][N:34]=[C:33]([N:37]([C:45]([O:47][C:48]([CH3:51])([CH3:50])[CH3:49])=[O:46])[C:38]([O:40][C:41]([CH3:44])([CH3:43])[CH3:42])=[O:39])[C:32]=2[C:52]2[CH:53]=[N:54][N:55]([CH3:57])[CH:56]=2)=[C:28]([F:61])[CH:27]=1.CCN(CC)CC. Product: [CH3:50][C:48]([CH3:51])([O:47][C:45]([N:37]([C:38]([O:40][C:41]([CH3:44])([CH3:43])[CH3:42])=[O:39])[C:33]1[C:32]([C:52]2[CH:53]=[N:54][N:55]([CH3:57])[CH:56]=2)=[C:31]([O:30][C:29]2[C:28]([F:61])=[CH:27][C:26]([NH:25][C:22]([C:9]3[C:10](=[O:21])[N:11]([C:14]4[CH:19]=[CH:18][C:17]([F:20])=[CH:16][CH:15]=4)[CH:12]=[CH:13][C:8]=3[O:7][CH2:5][CH3:6])=[O:23])=[C:59]([F:60])[CH:58]=2)[CH:36]=[CH:35][N:34]=1)=[O:46])[CH3:49]. The catalyst class is: 1. (2) Reactant: [CH2:1]([N:3]1[C:7]2[C:8]([NH:12]C(=O)C)=[CH:9][CH:10]=[CH:11][C:6]=2[N:5]=[C:4]1[CH3:16])[CH3:2].[NH4+].[OH-]. Product: [CH2:1]([N:3]1[C:7]2[C:8]([NH2:12])=[CH:9][CH:10]=[CH:11][C:6]=2[N:5]=[C:4]1[CH3:16])[CH3:2]. The catalyst class is: 33. (3) Reactant: S(Cl)([Cl:3])=O.CN(C)C=O.[F:10][C:11]([F:27])([F:26])[C:12]1[CH:13]=[C:14]([C:18]2[N:23]=[CH:22][C:21]([CH2:24]O)=[CH:20][CH:19]=2)[CH:15]=[CH:16][CH:17]=1. The catalyst class is: 4. Product: [Cl:3][CH2:24][C:21]1[CH:20]=[CH:19][C:18]([C:14]2[CH:15]=[CH:16][CH:17]=[C:12]([C:11]([F:27])([F:26])[F:10])[CH:13]=2)=[N:23][CH:22]=1. (4) Reactant: [CH:1]1([C:4]([NH:6][C:7]2[N:31]=[C:10]3[CH:11]=[CH:12][C:13]([O:15][C:16]4[CH:17]=[CH:18][C:19]([CH3:30])=[C:20]([NH:22]C(=O)OC(C)(C)C)[CH:21]=4)=[CH:14][N:9]3[N:8]=2)=[O:5])[CH2:3][CH2:2]1. Product: [NH2:22][C:20]1[CH:21]=[C:16]([CH:17]=[CH:18][C:19]=1[CH3:30])[O:15][C:13]1[CH:12]=[CH:11][C:10]2[N:9]([N:8]=[C:7]([NH:6][C:4]([CH:1]3[CH2:3][CH2:2]3)=[O:5])[N:31]=2)[CH:14]=1. The catalyst class is: 55. (5) Reactant: Br[CH2:2][C:3]1[CH:7]=[CH:6][S:5][C:4]=1[C:8]([O:10][CH3:11])=[O:9].[NH3:12]. Product: [NH2:12][CH2:2][C:3]1[CH:7]=[CH:6][S:5][C:4]=1[C:8]([O:10][CH3:11])=[O:9]. The catalyst class is: 5.